Dataset: Full USPTO retrosynthesis dataset with 1.9M reactions from patents (1976-2016). Task: Predict the reactants needed to synthesize the given product. (1) Given the product [CH3:32][Si:31]([CH3:34])([CH3:33])[CH2:30][CH2:29][O:28][CH2:27][N:24]1[C:20]2[N:21]=[CH:22][N:23]=[C:18]([O:1][C@H:2]3[CH2:7][CH2:6][CH2:5][N:4]([C:8]([O:10][C:11]([CH3:14])([CH3:13])[CH3:12])=[O:9])[CH2:3]3)[C:19]=2[CH:26]=[CH:25]1, predict the reactants needed to synthesize it. The reactants are: [OH:1][C@H:2]1[CH2:7][CH2:6][CH2:5][N:4]([C:8]([O:10][C:11]([CH3:14])([CH3:13])[CH3:12])=[O:9])[CH2:3]1.[H-].[Na+].Cl[C:18]1[C:19]2[CH:26]=[CH:25][N:24]([CH2:27][O:28][CH2:29][CH2:30][Si:31]([CH3:34])([CH3:33])[CH3:32])[C:20]=2[N:21]=[CH:22][N:23]=1. (2) Given the product [CH2:7]([O:8][C:12]1[CH:17]=[CH:16][C:15]([Br:18])=[CH:14][N:13]=1)[C:1]1[CH:6]=[CH:5][CH:4]=[CH:3][CH:2]=1, predict the reactants needed to synthesize it. The reactants are: [C:1]1([CH2:7][OH:8])[CH:6]=[CH:5][CH:4]=[CH:3][CH:2]=1.[H-].[Na+].Br[C:12]1[CH:17]=[CH:16][C:15]([Br:18])=[CH:14][N:13]=1.